From a dataset of Forward reaction prediction with 1.9M reactions from USPTO patents (1976-2016). Predict the product of the given reaction. (1) Given the reactants [O:1]=[CH:2][C@H:3]([C@H:5]([C@@H:7]([C@@H:9]([CH2:11][OH:12])[OH:10])[OH:8])[OH:6])[OH:4].C(N)CCCCCCCCCCCCCCCCC.[O-2:32].[Fe+2:33], predict the reaction product. The product is: [OH:1][CH:2]1[O:10][C@H:9]([CH2:11][OH:12])[C@@H:7]([OH:8])[C@H:5]([OH:6])[C@@H:3]1[OH:4].[O-2:32].[Fe+2:33]. (2) Given the reactants C[N+]1([O-])CCOCC1.[C:9]1([CH3:39])[CH:14]=[CH:13][C:12]([C:15]2[N:16]=[C:17]3[CH:31]=[CH:30][CH2:29][N:28]([C:32]([O:34][C:35]([CH3:38])([CH3:37])[CH3:36])=[O:33])[C:18]3=[N:19][C:20]=2[C:21]2[CH:26]=[CH:25][C:24]([CH3:27])=[CH:23][CH:22]=2)=[CH:11][CH:10]=1.[OH2:40].C[OH:42], predict the reaction product. The product is: [OH:40][CH:30]1[CH2:29][N:28]([C:32]([O:34][C:35]([CH3:36])([CH3:38])[CH3:37])=[O:33])[C:18]2=[N:19][C:20]([C:21]3[CH:26]=[CH:25][C:24]([CH3:27])=[CH:23][CH:22]=3)=[C:15]([C:12]3[CH:11]=[CH:10][C:9]([CH3:39])=[CH:14][CH:13]=3)[N:16]=[C:17]2[CH:31]1[OH:42]. (3) Given the reactants [CH3:1][O:2][C:3]1[CH:4]=[CH:5][C:6]2[CH2:12][C:11](=[O:13])[CH2:10][CH2:9][CH2:8][C:7]=2[CH:14]=1.N1CCCC1.[CH2:20](Br)[C:21]1[CH:26]=[CH:25][CH:24]=[CH:23][CH:22]=1.O, predict the reaction product. The product is: [CH2:20]([CH:12]1[C:6]2[CH:5]=[CH:4][C:3]([O:2][CH3:1])=[CH:14][C:7]=2[CH2:8][CH2:9][CH2:10][C:11]1=[O:13])[C:21]1[CH:26]=[CH:25][CH:24]=[CH:23][CH:22]=1. (4) Given the reactants [CH2:1]([O:8][CH2:9][O:10][C:11]1[C:19]2[C:14](=[CH:15][N:16]=[CH:17][CH:18]=2)[O:13][CH:12]=1)[C:2]1[CH:7]=[CH:6][CH:5]=[CH:4][CH:3]=1.[Li]CCCC.CON(C)[C:28](=[O:34])[CH2:29][CH2:30][CH2:31][O:32][CH3:33], predict the reaction product. The product is: [CH2:1]([O:8][CH2:9][O:10][C:11]1[C:19]2[C:14](=[CH:15][N:16]=[CH:17][CH:18]=2)[O:13][C:12]=1[C:28](=[O:34])[CH2:29][CH2:30][CH2:31][O:32][CH3:33])[C:2]1[CH:7]=[CH:6][CH:5]=[CH:4][CH:3]=1.